Dataset: Forward reaction prediction with 1.9M reactions from USPTO patents (1976-2016). Task: Predict the product of the given reaction. (1) Given the reactants C(NC1C=CC(C2C=C3C(CN([C@@H](C(C)C)C(O)=O)C3=O)=CC=2)=CC=1)(=O)C1C=CC=CC=1.[F:33][C:34]1[CH:66]=[CH:65][C:37]([C:38]([NH:40][C:41]2[CH:46]=[CH:45][C:44]([C:47]3[CH:55]=[C:54]4[C:50]([CH2:51][N:52]([C@@H:57]([CH:62]([CH3:64])[CH3:63])[C:58]([O:60]C)=[O:59])[C:53]4=[O:56])=[CH:49][CH:48]=3)=[CH:43][CH:42]=2)=[O:39])=[CH:36][C:35]=1[CH3:67], predict the reaction product. The product is: [F:33][C:34]1[CH:66]=[CH:65][C:37]([C:38]([NH:40][C:41]2[CH:46]=[CH:45][C:44]([C:47]3[CH:55]=[C:54]4[C:50]([CH2:51][N:52]([C@@H:57]([CH:62]([CH3:64])[CH3:63])[C:58]([OH:60])=[O:59])[C:53]4=[O:56])=[CH:49][CH:48]=3)=[CH:43][CH:42]=2)=[O:39])=[CH:36][C:35]=1[CH3:67]. (2) Given the reactants [NH:1]1[C:9]2[C:4](=[CH:5][C:6]([C:10]#[N:11])=[CH:7][CH:8]=2)[CH:3]=[CH:2]1.[OH-].[K+].[I:14]I.S(=O)(O)[O-].[Na+], predict the reaction product. The product is: [I:14][C:3]1[C:4]2[C:9](=[CH:8][CH:7]=[C:6]([C:10]#[N:11])[CH:5]=2)[NH:1][CH:2]=1. (3) Given the reactants S(C)C.[CH:4]([Li])([CH3:6])[CH3:5].[C:8]([NH:27][C@H:28]([CH2:31][CH3:32])[CH:29]=[O:30])([C:21]1[CH:26]=[CH:25][CH:24]=[CH:23][CH:22]=1)([C:15]1[CH:20]=[CH:19][CH:18]=[CH:17][CH:16]=1)[C:9]1[CH:14]=[CH:13][CH:12]=[CH:11][CH:10]=1.[NH4+].[Cl-], predict the reaction product. The product is: [CH3:5][CH:4]([CH:29]([OH:30])[C@H:28]([NH:27][C:8]([C:15]1[CH:20]=[CH:19][CH:18]=[CH:17][CH:16]=1)([C:21]1[CH:22]=[CH:23][CH:24]=[CH:25][CH:26]=1)[C:9]1[CH:14]=[CH:13][CH:12]=[CH:11][CH:10]=1)[CH2:31][CH3:32])[CH3:6]. (4) Given the reactants C([Al](CC)CC)C.[CH3:8][C:9](=[CH:11][CH2:12][CH2:13][CH:14]([CH2:16][CH:17]=[O:18])[CH3:15])[CH3:10].C(OC(=O)C)(=O)C.[OH-].[Na+], predict the reaction product. The product is: [CH3:15][C@H:14]1[CH2:16][C@@H:17]([OH:18])[C@H:11]([C:9]([CH3:10])=[CH2:8])[CH2:12][CH2:13]1. (5) Given the reactants [C:1]([O:5]O)([CH3:4])([CH3:3])[CH3:2].[OH-:7].[K+].[CH2:9]([CH:11]([CH2:15][CH2:16][CH2:17][CH3:18])[C:12](Cl)=[O:13])[CH3:10].[OH2:19], predict the reaction product. The product is: [CH3:18][CH2:17][CH2:16][CH:15]1[O:19][O:7][C:11]1([C:12]([O:5][C:1]([CH3:2])([CH3:3])[CH3:4])=[O:13])[CH2:9][CH3:10]. (6) Given the reactants [CH3:1][C:2]1[CH:7]=[CH:6][C:5]([C:8](=O)[CH2:9][C:10]([O:12]C)=[O:11])=[CH:4][CH:3]=1.Cl.[NH2:16]O.[OH-].[Na+].O, predict the reaction product. The product is: [CH3:1][C:2]1[CH:7]=[CH:6][C:5]([C:8]2[CH:9]=[C:10]([OH:12])[O:11][N:16]=2)=[CH:4][CH:3]=1. (7) Given the reactants Cl.[C:2]([O:5][CH2:6][C:7]([C:9]1[C:10]([CH:16]2[CH2:21][CH2:20][NH:19][CH2:18][C:17]2([F:23])[F:22])=[N:11][C:12]([CH3:15])=[N:13][CH:14]=1)=[O:8])(=[O:4])[CH3:3].[F:24][C:25]1[CH:30]=[CH:29][CH:28]=[C:27]([F:31])[C:26]=1[CH2:32][C:33](O)=[O:34].CN(C(ON1N=NC2C=CC=NC1=2)=[N+](C)C)C.F[P-](F)(F)(F)(F)F.CCN(C(C)C)C(C)C, predict the reaction product. The product is: [C:2]([O:5][CH2:6][C:7]([C:9]1[C:10]([CH:16]2[CH2:21][CH2:20][N:19]([C:33](=[O:34])[CH2:32][C:26]3[C:25]([F:24])=[CH:30][CH:29]=[CH:28][C:27]=3[F:31])[CH2:18][C:17]2([F:22])[F:23])=[N:11][C:12]([CH3:15])=[N:13][CH:14]=1)=[O:8])(=[O:4])[CH3:3].